This data is from Forward reaction prediction with 1.9M reactions from USPTO patents (1976-2016). The task is: Predict the product of the given reaction. (1) Given the reactants NN.[CH:3]1[C:8](N=C=S)=[CH:7][C:6]2[C:12]([O:14][C:15]3([C:25]4[CH:26]=[CH:27][C:28]([OH:30])=[CH:29][C:24]=4[O:23][C:17]4[CH:18]=[C:19]([OH:22])[CH:20]=[CH:21][C:16]3=4)[C:5]=2[CH:4]=1)=[O:13].C(N(C(C)C)CC)(C)C.C1C=CC([C:62]([OH:64])=[O:63])=C(C2C3C=CC(O)=CC=3OC3C=2C=CC(C=3)=O)C=1, predict the reaction product. The product is: [CH:3]1[C:8]([C:62]([OH:64])=[O:63])=[CH:7][C:6]2[C:12]([O:14][C:15]3([C:25]4[CH:26]=[CH:27][C:28]([OH:30])=[CH:29][C:24]=4[O:23][C:17]4[CH:18]=[C:19]([OH:22])[CH:20]=[CH:21][C:16]3=4)[C:5]=2[CH:4]=1)=[O:13]. (2) Given the reactants [Cl:1][C:2]1[N:11]=[C:10](Cl)[C:9]2[C:4](=[CH:5][CH:6]=[CH:7][CH:8]=2)[N:3]=1.[CH3:13][NH2:14].C([O-])(O)=O.[Na+], predict the reaction product. The product is: [Cl:1][C:2]1[N:11]=[C:10]([NH:14][CH3:13])[C:9]2[C:4](=[CH:5][CH:6]=[CH:7][CH:8]=2)[N:3]=1. (3) The product is: [OH:26][B:25]1[C:22]2[CH:23]=[CH:24][C:19]([O:18][C:12]3[N:11]=[C:10]([N:9]([CH2:8][CH2:7][OH:6])[CH3:36])[CH:17]=[CH:16][C:13]=3[C:14]#[N:15])=[CH:20][C:21]=2[CH2:28][O:29]1. Given the reactants C([Si](C)(C)[O:6][CH2:7][CH2:8][N:9]([CH3:36])[C:10]1[CH:17]=[CH:16][C:13]([C:14]#[N:15])=[C:12]([O:18][C:19]2[CH:24]=[CH:23][C:22]([B:25]3[O:29][C:28](C)(C)C(C)(C)[O:26]3)=[C:21](C=O)[CH:20]=2)[N:11]=1)(C)(C)C.[BH4-].[Na+].Cl, predict the reaction product. (4) The product is: [Cl:1][C:2]1[C:10]([C:11]#[N:12])=[CH:9][CH:8]=[C:7]2[C:3]=1[CH:4]=[C:5]([CH:18]([F:20])[F:19])[N:6]2[CH:13]([CH3:17])[C:14]([N:22]([CH3:23])[CH3:21])=[O:16]. Given the reactants [Cl:1][C:2]1[C:10]([C:11]#[N:12])=[CH:9][CH:8]=[C:7]2[C:3]=1[CH:4]=[C:5]([CH:18]([F:20])[F:19])[N:6]2[CH:13]([CH3:17])[C:14]([OH:16])=O.[CH3:21][N:22](C(ON1N=NC2C=CC=NC1=2)=[N+](C)C)[CH3:23].F[P-](F)(F)(F)(F)F.CCN(C(C)C)C(C)C.CNC, predict the reaction product. (5) Given the reactants [C:1]([O:5][C:6]([NH:8][C@@H:9]([CH2:13][C:14]1[CH:19]=[CH:18][CH:17]=[C:16]([Br:20])[CH:15]=1)[C:10]([OH:12])=O)=[O:7])([CH3:4])([CH3:3])[CH3:2].[NH2:21][C@@H:22]([CH2:26][CH:27]([CH3:29])[CH3:28])[C:23]([NH2:25])=[O:24].CCN=C=NCCCN(C)C.Cl.C1C=CC2N(O)N=NC=2C=1.CCN(C(C)C)C(C)C, predict the reaction product. The product is: [C:23]([C@@H:22]([NH:21][C:10](=[O:12])[C@@H:9]([NH:8][C:6]([O:5][C:1]([CH3:2])([CH3:3])[CH3:4])=[O:7])[CH2:13][C:14]1[CH:19]=[CH:18][CH:17]=[C:16]([Br:20])[CH:15]=1)[CH2:26][CH:27]([CH3:29])[CH3:28])(=[O:24])[NH2:25].